Dataset: Reaction yield outcomes from USPTO patents with 853,638 reactions. Task: Predict the reaction yield, written as a fraction of the theoretical maximum amount of product (1.0 means a 100% yield; for example, 0.34 means a 34% yield). (1) The reactants are [CH3:1][C:2]1[C:10]2[C:9](=[O:11])[NH:8][C:7]([CH2:12][CH2:13][CH3:14])=[N:6][C:5]=2[O:4][N:3]=1.[CH2:15](Br)[C:16]1[CH:21]=[CH:20][CH:19]=[CH:18][CH:17]=1.C(=O)([O-])[O-].[K+].[K+]. The catalyst is CN(C=O)C.O. The product is [CH2:15]([N:8]1[C:9](=[O:11])[C:10]2[C:2]([CH3:1])=[N:3][O:4][C:5]=2[N:6]=[C:7]1[CH2:12][CH2:13][CH3:14])[C:16]1[CH:21]=[CH:20][CH:19]=[CH:18][CH:17]=1. The yield is 0.680. (2) The reactants are [F:1][C:2]([F:7])([F:6])[C:3]([OH:5])=[O:4].[CH2:8]([S:10]([N:13]1[CH2:18][CH2:17][CH:16]([C:19]2[C:27]3[C:22](=[C:23]([C:43]([NH2:45])=[O:44])[CH:24]=[C:25]([C:28]4[CH:33]=[C:32]([CH2:34][NH:35][CH2:36][C@@H:37]5[CH2:41][CH2:40][CH2:39][O:38]5)[CH:31]=[C:30]([F:42])[CH:29]=4)[CH:26]=3)[NH:21][CH:20]=2)[CH2:15][CH2:14]1)(=[O:12])=[O:11])[CH3:9].O1CCC[C@H]1CN. No catalyst specified. The product is [F:1][C:2]([F:7])([F:6])[C:3]([OH:5])=[O:4].[CH2:8]([S:10]([N:13]1[CH2:14][CH2:15][CH:16]([C:19]2[C:27]3[C:22](=[C:23]([C:43]([NH2:45])=[O:44])[CH:24]=[C:25]([C:28]4[CH:33]=[C:32]([CH2:34][NH:35][CH2:36][C@H:37]5[CH2:41][CH2:40][CH2:39][O:38]5)[CH:31]=[C:30]([F:42])[CH:29]=4)[CH:26]=3)[NH:21][CH:20]=2)[CH2:17][CH2:18]1)(=[O:12])=[O:11])[CH3:9]. The yield is 0.474. (3) The reactants are [Cl:1][C:2]1[CH:7]=[CH:6][C:5]([C:8]2[N:12]([C:13]3[CH:18]=[CH:17][C:16]([Cl:19])=[CH:15][C:14]=3[Cl:20])[N:11]=[C:10]([C:21]([OH:23])=O)[C:9]=2[CH3:24])=[CH:4][CH:3]=1.C(N(CC)CC)C.[CH2:32]([NH:34][C:35]1([C:41]([NH2:43])=[O:42])[CH2:40][CH2:39][NH:38][CH2:37][CH2:36]1)[CH3:33].F[P-](F)(F)(F)(F)F.N1(O[P+](N(C)C)(N(C)C)N(C)C)C2C=CC=CC=2N=N1. The catalyst is O1CCCC1. The product is [Cl:1][C:2]1[CH:3]=[CH:4][C:5]([C:8]2[N:12]([C:13]3[CH:18]=[CH:17][C:16]([Cl:19])=[CH:15][C:14]=3[Cl:20])[N:11]=[C:10]([C:21]([N:38]3[CH2:37][CH2:36][C:35]([NH:34][CH2:32][CH3:33])([C:41]([NH2:43])=[O:42])[CH2:40][CH2:39]3)=[O:23])[C:9]=2[CH3:24])=[CH:6][CH:7]=1. The yield is 0.460.